Dataset: Reaction yield outcomes from USPTO patents with 853,638 reactions. Task: Predict the reaction yield, written as a fraction of the theoretical maximum amount of product (1.0 means a 100% yield; for example, 0.34 means a 34% yield). (1) The product is [CH3:1][C:2]1([C:9]2[CH:14]=[CH:13][CH:12]=[CH:11][N:10]=2)[NH:6][C:5](=[O:7])[N:4]([CH2:16][C:17](=[O:18])[C:19]2[CH:24]=[CH:23][CH:22]=[CH:21][CH:20]=2)[C:3]1=[O:8]. The reactants are [CH3:1][C:2]1([C:9]2[CH:14]=[CH:13][CH:12]=[CH:11][N:10]=2)[NH:6][C:5](=[O:7])[NH:4][C:3]1=[O:8].Br[CH2:16][C:17]([C:19]1[CH:24]=[CH:23][CH:22]=[CH:21][CH:20]=1)=[O:18]. No catalyst specified. The yield is 0.650. (2) The reactants are C([N:4]([S:26]([CH3:29])(=[O:28])=[O:27])[N:5]1[C:14](=[O:15])[C:13]2[C:8](=[CH:9][C:10]([C:21]([F:24])([F:23])[F:22])=[C:11]([CH2:16][NH:17]C(=O)C)[CH:12]=2)[NH:7][C:6]1=[O:25])(=O)C. The catalyst is Cl. The product is [NH2:17][CH2:16][C:11]1[CH:12]=[C:13]2[C:8](=[CH:9][C:10]=1[C:21]([F:23])([F:24])[F:22])[NH:7][C:6](=[O:25])[N:5]([NH:4][S:26]([CH3:29])(=[O:27])=[O:28])[C:14]2=[O:15]. The yield is 0.770. (3) The reactants are [Cl:1][C:2]1[CH:3]=[C:4]([CH:10]=[CH:11][C:12]=1[NH:13][C:14]1[N:15]=[C:16]([O:39][CH3:40])[C:17]2[C:22]([C:23]3[CH:28]=[CH:27][C:26]([NH2:29])=[C:25]([NH2:30])[CH:24]=3)=[CH:21][N:20]([CH2:31][O:32][CH2:33][CH2:34][Si:35]([CH3:38])([CH3:37])[CH3:36])[C:18]=2[N:19]=1)[C:5]([N:7]([CH3:9])[CH3:8])=[O:6].[C:41](O)(=O)[CH3:42]. No catalyst specified. The product is [Cl:1][C:2]1[CH:3]=[C:4]([CH:10]=[CH:11][C:12]=1[NH:13][C:14]1[N:15]=[C:16]([O:39][CH3:40])[C:17]2[C:22]([C:23]3[CH:28]=[CH:27][C:26]4[NH:29][C:41]([CH3:42])=[N:30][C:25]=4[CH:24]=3)=[CH:21][N:20]([CH2:31][O:32][CH2:33][CH2:34][Si:35]([CH3:37])([CH3:36])[CH3:38])[C:18]=2[N:19]=1)[C:5]([N:7]([CH3:9])[CH3:8])=[O:6]. The yield is 0.730. (4) The reactants are C(I)(C)C.II.[Mg].Br[C:9]1[CH:10]=[CH:11][C:12]2[O:16][CH:15]=[CH:14][C:13]=2[CH:17]=1.[S:18](Cl)([Cl:21])(=[O:20])=[O:19]. The catalyst is O1CCCC1. The product is [O:16]1[C:12]2[CH:11]=[CH:10][C:9]([S:18]([Cl:21])(=[O:20])=[O:19])=[CH:17][C:13]=2[CH:14]=[CH:15]1. The yield is 0.150. (5) The reactants are [Cl:1][C:2]1[C:3]([NH:18][C:19]2[CH:23]=[C:22]([O:24][CH3:25])[NH:21][N:20]=2)=[N:4][C:5]([NH:8][C@H:9]([C:11]2[N:16]=[CH:15][C:14]([F:17])=[CH:13][N:12]=2)[CH3:10])=[N:6][CH:7]=1.ClC1N=C(NC2C=C(OC[C:41]([F:44])([F:43])[F:42])NN=2)C(Cl)=CN=1.CCN(C(C)C)C(C)C. The catalyst is CCCCO. The product is [Cl:1][C:2]1[C:3]([NH:18][C:19]2[CH:23]=[C:22]([O:24][CH2:25][C:41]([F:44])([F:43])[F:42])[NH:21][N:20]=2)=[N:4][C:5]([NH:8][C@H:9]([C:11]2[N:12]=[CH:13][C:14]([F:17])=[CH:15][N:16]=2)[CH3:10])=[N:6][CH:7]=1. The yield is 0.620. (6) The product is [CH3:1][CH:2]1[C:11]2[C:6](=[CH:7][CH:8]=[C:9]([C:12]([F:14])([F:13])[F:15])[CH:10]=2)[CH2:5][CH2:4][NH:3]1. The yield is 0.440. The reactants are [CH3:1][C:2]1[C:11]2[C:6](=[CH:7][CH:8]=[C:9]([C:12]([F:15])([F:14])[F:13])[CH:10]=2)[CH2:5][CH2:4][N:3]=1.C(O[BH-](OC(=O)C)OC(=O)C)(=O)C.[Na+]. No catalyst specified. (7) The reactants are [CH:1]([C:4]1[CH:11]=[CH:10][C:7]([C:8]#[N:9])=[CH:6][CH:5]=1)([CH3:3])[CH3:2].O=C1[S:17][N:16]=[C:15]([C:18]2[CH:19]=[C:20]([CH:25]=[CH:26][CH:27]=2)[C:21]([O:23][CH3:24])=[O:22])O1. No catalyst specified. The product is [CH:1]([C:4]1[CH:5]=[CH:6][C:7]([C:8]2[S:17][N:16]=[C:15]([C:18]3[CH:19]=[C:20]([CH:25]=[CH:26][CH:27]=3)[C:21]([O:23][CH3:24])=[O:22])[N:9]=2)=[CH:10][CH:11]=1)([CH3:3])[CH3:2]. The yield is 0.0300. (8) The reactants are [CH2:1]([O:8][C:9]1[CH:10]=[CH:11][C:12]([O:19][CH3:20])=[C:13]([NH:15][C:16]([NH2:18])=[S:17])[CH:14]=1)[C:2]1[CH:7]=[CH:6][CH:5]=[CH:4][CH:3]=1.COC1C=C(C2C=CC=CC=2)C2SC(N)=NC=2C=1. No catalyst specified. The product is [CH2:1]([O:8][C:9]1[C:14]2[S:17][C:16]([NH2:18])=[N:15][C:13]=2[C:12]([O:19][CH3:20])=[CH:11][CH:10]=1)[C:2]1[CH:3]=[CH:4][CH:5]=[CH:6][CH:7]=1. The yield is 0.820.